From a dataset of Forward reaction prediction with 1.9M reactions from USPTO patents (1976-2016). Predict the product of the given reaction. Given the reactants Br[C:2]1[CH:7]=[CH:6][C:5]([C:8]([F:11])([F:10])[F:9])=[CH:4][C:3]=1[F:12].CC1(C)C(C)(C)OB([C:21]2[CH:30]=[CH:29][CH:28]=[C:27]3[C:22]=2[CH2:23][CH2:24][N:25]([C:31]([O:33][C:34]([CH3:37])([CH3:36])[CH3:35])=[O:32])[CH2:26]3)O1.C(=O)([O-])[O-].[K+].[K+], predict the reaction product. The product is: [F:12][C:3]1[CH:4]=[C:5]([C:8]([F:11])([F:10])[F:9])[CH:6]=[CH:7][C:2]=1[C:21]1[CH:30]=[CH:29][CH:28]=[C:27]2[C:22]=1[CH2:23][CH2:24][N:25]([C:31]([O:33][C:34]([CH3:37])([CH3:36])[CH3:35])=[O:32])[CH2:26]2.